From a dataset of Reaction yield outcomes from USPTO patents with 853,638 reactions. Predict the reaction yield, written as a fraction of the theoretical maximum amount of product (1.0 means a 100% yield; for example, 0.34 means a 34% yield). (1) The yield is 0.440. The catalyst is CCO. The product is [F:1][C:2]1[CH:3]=[CH:4][C:5]([C:12]2[NH:16][N:15]=[CH:14][CH:13]=2)=[C:6]([CH:11]=1)[C:7]([OH:9])=[O:8]. The reactants are [F:1][C:2]1[CH:3]=[CH:4][C:5]([C:12]2[NH:16][N:15]=[CH:14][CH:13]=2)=[C:6]([CH:11]=1)[C:7]([O:9]C)=[O:8].[Li+].[OH-]. (2) The reactants are [Si:1]([O:8][CH2:9][C:10]1[S:14][C:13]([Cl:15])=[C:12]([CH:16]([C:18]2[CH:23]=[CH:22][CH:21]=[C:20]([Cl:24])[CH:19]=2)[OH:17])[CH:11]=1)([C:4]([CH3:7])([CH3:6])[CH3:5])([CH3:3])[CH3:2]. The catalyst is C(Cl)Cl.O=[Mn]=O. The product is [Si:1]([O:8][CH2:9][C:10]1[S:14][C:13]([Cl:15])=[C:12]([C:16]([C:18]2[CH:23]=[CH:22][CH:21]=[C:20]([Cl:24])[CH:19]=2)=[O:17])[CH:11]=1)([C:4]([CH3:7])([CH3:6])[CH3:5])([CH3:3])[CH3:2]. The yield is 0.550.